Predict the product of the given reaction. From a dataset of Forward reaction prediction with 1.9M reactions from USPTO patents (1976-2016). (1) The product is: [O:1]=[C:2]1[CH2:11][C:10]2[CH:9]=[C:8]([O:12][C:14]3[CH:22]=[CH:21][C:17]([C:18]([NH2:20])=[O:19])=[CH:16][N:15]=3)[CH:7]=[CH:6][C:5]=2[CH2:4][CH2:3]1. Given the reactants [OH:1][C:2]1[CH:11]=[C:10]2[C:5]([CH2:6][CH2:7][C:8](=[O:12])[CH2:9]2)=[CH:4][CH:3]=1.Cl[C:14]1[CH:22]=[CH:21][C:17]([C:18]([NH2:20])=[O:19])=[CH:16][N:15]=1.C([O-])([O-])=O.[K+].[K+], predict the reaction product. (2) Given the reactants Cl[C:2]1[N:3]=[C:4]([N:23]2[CH2:28][CH2:27][O:26][CH2:25][CH2:24]2)[C:5]2[S:10][C:9]([CH:11]([C:13]3[CH:18]=[CH:17][C:16]([S:19]([CH3:22])(=[O:21])=[O:20])=[CH:15][CH:14]=3)[OH:12])=[CH:8][C:6]=2[N:7]=1.CC1(C)C(C)(C)OB([C:37]2[CH:45]=[CH:44][CH:43]=[C:42]3[C:38]=2[CH:39]=[N:40][NH:41]3)O1, predict the reaction product. The product is: [NH:41]1[C:42]2[C:38](=[C:37]([C:2]3[N:3]=[C:4]([N:23]4[CH2:28][CH2:27][O:26][CH2:25][CH2:24]4)[C:5]4[S:10][C:9]([CH:11]([C:13]5[CH:18]=[CH:17][C:16]([S:19]([CH3:22])(=[O:21])=[O:20])=[CH:15][CH:14]=5)[OH:12])=[CH:8][C:6]=4[N:7]=3)[CH:45]=[CH:44][CH:43]=2)[CH:39]=[N:40]1. (3) Given the reactants [CH3:1][N:2]([CH3:24])[C:3](=[O:23])[CH2:4][CH2:5][N:6]([CH3:22])[C:7]([C:9]1[S:10][C:11]2[N:12]=[CH:13][N:14]=[C:15](S(C)(=O)=O)[C:16]=2[N:17]=1)=[O:8].[NH:25]1[C:29]2=[CH:30][N:31]=[C:32]([NH2:34])[CH:33]=[C:28]2[CH:27]=[N:26]1, predict the reaction product. The product is: [CH3:1][N:2]([CH3:24])[C:3](=[O:23])[CH2:4][CH2:5][N:6]([CH3:22])[C:7]([C:9]1[S:10][C:11]2[N:12]=[CH:13][N:14]=[C:15]([NH:34][C:32]3[CH:33]=[C:28]4[CH:27]=[N:26][NH:25][C:29]4=[CH:30][N:31]=3)[C:16]=2[N:17]=1)=[O:8]. (4) The product is: [CH3:1][O:2][C:3]([C:5]1([NH:14][C:15](=[O:40])[C:16]2[CH:21]=[CH:20][C:19]([OH:22])=[C:18]([O:30][CH2:31][CH2:32][C:33]3[CH:34]=[C:35]([CH3:39])[CH:36]=[CH:37][CH:38]=3)[CH:17]=2)[CH2:6][C:7]2[C:12](=[CH:11][CH:10]=[CH:9][CH:8]=2)[CH2:13]1)=[O:4]. Given the reactants [CH3:1][O:2][C:3]([C:5]1([NH:14][C:15](=[O:40])[C:16]2[CH:21]=[CH:20][C:19]([O:22]CC3C=CC=CC=3)=[C:18]([O:30][CH2:31][CH2:32][C:33]3[CH:34]=[C:35]([CH3:39])[CH:36]=[CH:37][CH:38]=3)[CH:17]=2)[CH2:13][C:12]2[C:7](=[CH:8][CH:9]=[CH:10][CH:11]=2)[CH2:6]1)=[O:4].[H][H], predict the reaction product. (5) Given the reactants [CH2:1]([N:3]1[C:7]([C:8]2[CH:9]=[C:10]3[C:15](=[CH:16][C:17]=2[C:18]([F:21])([F:20])[F:19])[NH:14][C:13](=[O:22])[N:12]([NH:23][S:24]([CH3:27])(=[O:26])=[O:25])[C:11]3=[O:28])=[CH:6][CH:5]=[N:4]1)[CH3:2].Cl[C:30]([O:32][CH2:33][CH2:34][CH2:35][CH3:36])=[O:31], predict the reaction product. The product is: [CH2:33]([O:32][C:30](=[O:31])[N:23]([N:12]1[C:11](=[O:28])[C:10]2[C:15](=[CH:16][C:17]([C:18]([F:20])([F:21])[F:19])=[C:8]([C:7]3[N:3]([CH2:1][CH3:2])[N:4]=[CH:5][CH:6]=3)[CH:9]=2)[NH:14][C:13]1=[O:22])[S:24]([CH3:27])(=[O:25])=[O:26])[CH2:34][CH2:35][CH3:36]. (6) Given the reactants C[O:2][C:3](=[O:25])[CH2:4][CH2:5][CH2:6][CH2:7][N:8]1[C:17]([C:18]2[CH:23]=[CH:22][C:21]([Cl:24])=[CH:20][CH:19]=2)=[C:16]2[C:10]([CH2:11][CH2:12][NH:13][CH2:14][CH2:15]2)=[N:9]1.[OH-].[Na+], predict the reaction product. The product is: [Cl:24][C:21]1[CH:22]=[CH:23][C:18]([C:17]2[N:8]([CH2:7][CH2:6][CH2:5][CH2:4][C:3]([OH:25])=[O:2])[N:9]=[C:10]3[C:16]=2[CH2:15][CH2:14][NH:13][CH2:12][CH2:11]3)=[CH:19][CH:20]=1. (7) Given the reactants Cl.Cl.[F:3][C:4]1[CH:5]=[CH:6][C:7]([CH2:10][NH2:11])=[N:8][CH:9]=1.C(N(CC)CC)C.[C:19](Cl)(=[O:21])[CH3:20], predict the reaction product. The product is: [F:3][C:4]1[CH:5]=[CH:6][C:7]([CH2:10][NH:11][C:19](=[O:21])[CH3:20])=[N:8][CH:9]=1.